From a dataset of Full USPTO retrosynthesis dataset with 1.9M reactions from patents (1976-2016). Predict the reactants needed to synthesize the given product. Given the product [F:1][C:2]1[CH:7]=[CH:6][CH:5]=[C:4]([F:8])[C:3]=1[C:9]1[CH:10]=[C:11]2[C:15](=[CH:16][CH:17]=1)[N:14]([CH:20]1[CH2:21][CH2:22][CH2:23][CH2:24][O:19]1)[N:13]=[C:12]2[I:18], predict the reactants needed to synthesize it. The reactants are: [F:1][C:2]1[CH:7]=[CH:6][CH:5]=[C:4]([F:8])[C:3]=1[C:9]1[CH:10]=[C:11]2[C:15](=[CH:16][CH:17]=1)[NH:14][N:13]=[C:12]2[I:18].[O:19]1[CH:24]=[CH:23][CH2:22][CH2:21][CH2:20]1.O.